Regression. Given a peptide amino acid sequence and an MHC pseudo amino acid sequence, predict their binding affinity value. This is MHC class II binding data. From a dataset of Peptide-MHC class II binding affinity with 134,281 pairs from IEDB. (1) The peptide sequence is MENRWQVMIVWQVDR. The MHC is DRB3_0202 with pseudo-sequence DRB3_0202. The binding affinity (normalized) is 0.0562. (2) The peptide sequence is CTMLVCGDDLVVICESAGVQ. The MHC is DRB1_0404 with pseudo-sequence DRB1_0404. The binding affinity (normalized) is 0.473. (3) The peptide sequence is GAMVATNFFGINTIP. The MHC is DRB1_1501 with pseudo-sequence DRB1_1501. The binding affinity (normalized) is 0.426. (4) The peptide sequence is ELYKYKVVKIEPLGV. The MHC is HLA-DQA10401-DQB10402 with pseudo-sequence HLA-DQA10401-DQB10402. The binding affinity (normalized) is 0.165. (5) The peptide sequence is VGRSPEEILRILDGLQTDEL. The MHC is DRB1_1101 with pseudo-sequence DRB1_1101. The binding affinity (normalized) is 0.328. (6) The peptide sequence is MNFDIPEEIKQLQQF. The MHC is DRB1_1501 with pseudo-sequence DRB1_1501. The binding affinity (normalized) is 0.296. (7) The binding affinity (normalized) is 0.452. The MHC is DRB1_1101 with pseudo-sequence DRB1_1101. The peptide sequence is FVERSKAYSNCYPYD.